Dataset: Catalyst prediction with 721,799 reactions and 888 catalyst types from USPTO. Task: Predict which catalyst facilitates the given reaction. (1) The catalyst class is: 5. Reactant: [NH2:1][C:2]1[CH:3]=[C:4]([O:16][CH2:17][CH2:18][O:19][CH3:20])[CH:5]=[C:6]2[C:10]=1[NH:9][C:8]([C:11]([O:13][CH2:14][CH3:15])=[O:12])=[CH:7]2.N1C=CC=CC=1.[S:27]1[CH:31]=[CH:30][CH:29]=[C:28]1[S:32](Cl)(=[O:34])=[O:33]. Product: [CH3:20][O:19][CH2:18][CH2:17][O:16][C:4]1[CH:5]=[C:6]2[C:10](=[C:2]([NH:1][S:32]([C:28]3[S:27][CH:31]=[CH:30][CH:29]=3)(=[O:34])=[O:33])[CH:3]=1)[NH:9][C:8]([C:11]([O:13][CH2:14][CH3:15])=[O:12])=[CH:7]2. (2) Reactant: C(=O)([O-])[O-].[K+].[K+].[CH2:7]([O:9][CH:10]([O:23][CH2:24][CH3:25])[C:11]1[CH:12]=[CH:13][C:14]([C:17]#[C:18][Si](C)(C)C)=[N:15][CH:16]=1)[CH3:8]. Product: [CH2:24]([O:23][CH:10]([O:9][CH2:7][CH3:8])[C:11]1[CH:12]=[CH:13][C:14]([C:17]#[CH:18])=[N:15][CH:16]=1)[CH3:25]. The catalyst class is: 5. (3) Reactant: CC(C)([O-])C.[K+].[CH3:7][C:8](=[N:10][OH:11])C.F[C:13]1[CH:20]=[C:19](C#N)C=[CH:17][C:14]=1[C:15]#[N:16].[Cl-].[NH4+:24]. Product: [NH2:24][C:8]1[C:7]2[CH:17]=[C:14]([C:15]#[N:16])[CH:13]=[CH:20][C:19]=2[O:11][N:10]=1. The catalyst class is: 1.